From a dataset of Peptide-MHC class II binding affinity with 134,281 pairs from IEDB. Regression. Given a peptide amino acid sequence and an MHC pseudo amino acid sequence, predict their binding affinity value. This is MHC class II binding data. The peptide sequence is EKKYFAATQFIPLAA. The MHC is HLA-DQA10501-DQB10201 with pseudo-sequence HLA-DQA10501-DQB10201. The binding affinity (normalized) is 0.422.